This data is from Peptide-MHC class I binding affinity with 185,985 pairs from IEDB/IMGT. The task is: Regression. Given a peptide amino acid sequence and an MHC pseudo amino acid sequence, predict their binding affinity value. This is MHC class I binding data. (1) The peptide sequence is KRKRITVLD. The MHC is HLA-B27:05 with pseudo-sequence HLA-B27:05. The binding affinity (normalized) is 0.334. (2) The peptide sequence is QAYAAPQLF. The MHC is HLA-B14:02 with pseudo-sequence HLA-B14:02. The binding affinity (normalized) is 0.213.